Dataset: NCI-60 drug combinations with 297,098 pairs across 59 cell lines. Task: Regression. Given two drug SMILES strings and cell line genomic features, predict the synergy score measuring deviation from expected non-interaction effect. (1) Drug 1: CS(=O)(=O)C1=CC(=C(C=C1)C(=O)NC2=CC(=C(C=C2)Cl)C3=CC=CC=N3)Cl. Drug 2: C1=CC(=CC=C1C#N)C(C2=CC=C(C=C2)C#N)N3C=NC=N3. Cell line: DU-145. Synergy scores: CSS=6.97, Synergy_ZIP=0.0982, Synergy_Bliss=4.24, Synergy_Loewe=1.68, Synergy_HSA=1.68. (2) Drug 1: CC1CCC2CC(C(=CC=CC=CC(CC(C(=O)C(C(C(=CC(C(=O)CC(OC(=O)C3CCCCN3C(=O)C(=O)C1(O2)O)C(C)CC4CCC(C(C4)OC)OCCO)C)C)O)OC)C)C)C)OC. Drug 2: CC1C(C(CC(O1)OC2CC(OC(C2O)C)OC3=CC4=CC5=C(C(=O)C(C(C5)C(C(=O)C(C(C)O)O)OC)OC6CC(C(C(O6)C)O)OC7CC(C(C(O7)C)O)OC8CC(C(C(O8)C)O)(C)O)C(=C4C(=C3C)O)O)O)O. Cell line: NCI/ADR-RES. Synergy scores: CSS=5.36, Synergy_ZIP=-4.54, Synergy_Bliss=-3.92, Synergy_Loewe=-5.91, Synergy_HSA=-4.13. (3) Drug 1: CN(C)C1=NC(=NC(=N1)N(C)C)N(C)C. Drug 2: COC1=NC(=NC2=C1N=CN2C3C(C(C(O3)CO)O)O)N. Cell line: OVCAR-4. Synergy scores: CSS=-9.27, Synergy_ZIP=2.54, Synergy_Bliss=-3.68, Synergy_Loewe=-8.19, Synergy_HSA=-7.93. (4) Drug 1: CC12CCC3C(C1CCC2=O)CC(=C)C4=CC(=O)C=CC34C. Drug 2: C1CCC(C(C1)N)N.C(=O)(C(=O)[O-])[O-].[Pt+4]. Cell line: HCC-2998. Synergy scores: CSS=44.5, Synergy_ZIP=-4.59, Synergy_Bliss=-1.12, Synergy_Loewe=-1.21, Synergy_HSA=-0.530. (5) Drug 1: C1C(C(OC1N2C=C(C(=O)NC2=O)F)CO)O. Drug 2: CNC(=O)C1=NC=CC(=C1)OC2=CC=C(C=C2)NC(=O)NC3=CC(=C(C=C3)Cl)C(F)(F)F. Cell line: SN12C. Synergy scores: CSS=-0.207, Synergy_ZIP=-2.78, Synergy_Bliss=0.844, Synergy_Loewe=-24.3, Synergy_HSA=-2.85. (6) Drug 1: CC12CCC3C(C1CCC2=O)CC(=C)C4=CC(=O)C=CC34C. Drug 2: CCC(=C(C1=CC=CC=C1)C2=CC=C(C=C2)OCCN(C)C)C3=CC=CC=C3.C(C(=O)O)C(CC(=O)O)(C(=O)O)O. Cell line: SK-MEL-5. Synergy scores: CSS=39.2, Synergy_ZIP=3.77, Synergy_Bliss=4.59, Synergy_Loewe=0.900, Synergy_HSA=0.296.